This data is from Full USPTO retrosynthesis dataset with 1.9M reactions from patents (1976-2016). The task is: Predict the reactants needed to synthesize the given product. (1) Given the product [CH2:15]([O:1][C:2]1[C:11]2[C:6](=[CH:7][CH:8]=[CH:9][CH:10]=2)[C:5]([CH:12]=[O:13])=[CH:4][CH:3]=1)[CH2:16][CH2:17][CH2:18][CH2:19][CH2:20][CH2:21][CH2:22][CH2:23][CH3:24], predict the reactants needed to synthesize it. The reactants are: [OH:1][C:2]1[C:11]2[C:6](=[CH:7][CH:8]=[CH:9][CH:10]=2)[C:5]([CH:12]=[O:13])=[CH:4][CH:3]=1.Cl[CH2:15][CH2:16][CH2:17][CH2:18][CH2:19][CH2:20][CH2:21][CH2:22][CH2:23][CH3:24].BrCC(OC(C)(C)C)=O. (2) The reactants are: C(OC(=O)[NH:7][C@H:8]1[CH2:23][CH2:22][CH2:21][CH2:20][CH2:19][CH2:18][CH2:17][C@@H:16]([CH3:24])[CH2:15][C@@H:14]([C@@H:25]([OH:36])[CH2:26][C@H:27]([C:29](=[O:35])[NH:30][CH2:31][CH2:32][CH2:33][CH3:34])[CH3:28])[NH:13][C:12](=[O:37])[C@H:11]([CH3:38])[NH:10][C:9]1=[O:39])(C)(C)C.[C:41](Cl)(=[O:43])[CH3:42]. Given the product [C:41]([NH:7][C@@H:8]1[C:9](=[O:39])[NH:10][C@@H:11]([CH3:38])[C:12](=[O:37])[NH:13][C@H:14]([C@@H:25]([OH:36])[CH2:26][C@@H:27]([CH3:28])[C:29]([NH:30][CH2:31][CH2:32][CH2:33][CH3:34])=[O:35])[CH2:15][C@H:16]([CH3:24])[CH2:17][CH2:18][CH2:19][CH2:20][CH2:21][CH2:22][CH2:23]1)(=[O:43])[CH3:42], predict the reactants needed to synthesize it. (3) Given the product [OH:20][C:17]1[CH:16]=[CH:15][C:14]([CH2:13][N:12]([C:27]2[CH:32]=[CH:31][C:30]([CH:33]=[CH:34][C:35]([N:37]3[CH2:42][CH2:41][O:40][CH2:39][CH2:38]3)=[O:36])=[CH:29][CH:28]=2)[S:9]([C:6]2[CH:5]=[CH:4][C:3]([O:2][CH3:1])=[CH:8][CH:7]=2)(=[O:11])=[O:10])=[CH:19][CH:18]=1, predict the reactants needed to synthesize it. The reactants are: [CH3:1][O:2][C:3]1[CH:8]=[CH:7][C:6]([S:9]([N:12]([C:27]2[CH:32]=[CH:31][C:30]([CH:33]=[CH:34][C:35]([N:37]3[CH2:42][CH2:41][O:40][CH2:39][CH2:38]3)=[O:36])=[CH:29][CH:28]=2)[CH2:13][C:14]2[CH:19]=[CH:18][C:17]([O:20]C3CCCCO3)=[CH:16][CH:15]=2)(=[O:11])=[O:10])=[CH:5][CH:4]=1.Cl. (4) Given the product [OH:29][C@@H:17]1[C@H:18]([OH:28])[C@@H:19]([N:21]2[CH:25]=[C:24]([CH2:26][OH:27])[CH:23]=[N:22]2)[CH2:20][C@H:16]1[N:13]1[CH:12]=[N:11][C:10]2[C:14]1=[N:15][C:7]([N:4]1[CH2:5][CH2:6][C@@H:2]([NH:1][C:70]([NH:100][CH2:101][C:102]3[CH:107]=[CH:106][N:105]=[CH:104][CH:103]=3)=[O:71])[CH2:3]1)=[N:8][C:9]=2[NH:30][CH2:31][CH:32]([C:39]1[CH:40]=[CH:41][CH:42]=[CH:43][CH:44]=1)[C:33]1[CH:34]=[CH:35][CH:36]=[CH:37][CH:38]=1, predict the reactants needed to synthesize it. The reactants are: [NH2:1][C@@H:2]1[CH2:6][CH2:5][N:4]([C:7]2[N:15]=[C:14]3[C:10]([N:11]=[CH:12][N:13]3[C@@H:16]3[CH2:20][C@H:19]([N:21]4[CH:25]=[C:24]([CH2:26][OH:27])[CH:23]=[N:22]4)[C@@H:18]([OH:28])[C@H:17]3[OH:29])=[C:9]([NH:30][CH2:31][CH:32]([C:39]3[CH:44]=[CH:43][CH:42]=[CH:41][CH:40]=3)[C:33]3[CH:38]=[CH:37][CH:36]=[CH:35][CH:34]=3)[N:8]=2)[CH2:3]1.Cl.C1(C(C2C=CC=CC=2)CNC2N=C(N3CC[C@@H](N[C:70](NCC4C=CC=CN=4)=[O:71])C3)N=C3C=2N=CN3[C@@H]2C[C@H](N3N=NC(CC)=N3)[C@@H](O)[C@H]2O)C=CC=CC=1.[NH2:100][CH2:101][C:102]1[CH:107]=[CH:106][N:105]=[CH:104][CH:103]=1. (5) The reactants are: [CH3:1][C:2]1[CH:7]=[CH:6][C:5]([S:8]([O:11][CH2:12][CH:13]2[CH2:17][C:16]3[CH:18]=[CH:19][CH:20]=[C:21](Br)[C:15]=3[O:14]2)(=[O:10])=[O:9])=[CH:4][CH:3]=1.[CH3:23][O:24][C:25]1[CH:30]=[CH:29][CH:28]=[CH:27][C:26]=1B(O)O.C(=O)([O-])[O-].[K+].[K+].CC1C=CC(S(OCC2CC3C(C4C=CC=CC=4)=CC=CC=3O2)(=O)=O)=CC=1. Given the product [CH3:1][C:2]1[CH:7]=[CH:6][C:5]([S:8]([O:11][CH2:12][CH:13]2[CH2:17][C:16]3[CH:18]=[CH:19][CH:20]=[C:21]([C:26]4[CH:27]=[CH:28][CH:29]=[CH:30][C:25]=4[O:24][CH3:23])[C:15]=3[O:14]2)(=[O:10])=[O:9])=[CH:4][CH:3]=1, predict the reactants needed to synthesize it. (6) Given the product [CH3:1][O:2][C:3]1[CH:4]=[C:5]2[C:10](=[CH:11][CH:12]=1)[CH2:9][CH:8]([O:13][Si:23]([CH3:25])([CH3:24])[CH3:22])[CH2:7][CH2:6]2, predict the reactants needed to synthesize it. The reactants are: [CH3:1][O:2][C:3]1[CH:4]=[C:5]2[C:10](=[CH:11][CH:12]=1)[CH2:9][C:8](=[O:13])[CH2:7][CH2:6]2.[Li+].CC([N-]C(C)C)C.[CH3:22][Si:23](Cl)([CH3:25])[CH3:24]. (7) Given the product [CH2:23]([O:25][C:26]([C:27]1[N:15]=[C:14]([C:11]2([NH:10][C:9]([O:8][CH2:1][C:2]3[CH:3]=[CH:4][CH:5]=[CH:6][CH:7]=3)=[O:17])[CH2:12][CH2:13]2)[O:16][CH:28]=1)=[O:31])[CH3:24], predict the reactants needed to synthesize it. The reactants are: [CH2:1]([O:8][C:9](=[O:17])[NH:10][C:11]1([C:14](=[O:16])[NH2:15])[CH2:13][CH2:12]1)[C:2]1[CH:7]=[CH:6][CH:5]=[CH:4][CH:3]=1.C([O-])(O)=O.[Na+].[CH2:23]([O:25][C:26](=[O:31])[C:27](=O)[CH2:28]Br)[CH3:24]. (8) Given the product [CH3:23][C:22]1([CH3:24])[CH2:21][C:20]2[C:15](=[CH:16][CH:17]=[C:18]([C:25]([OH:27])=[O:26])[CH:19]=2)[NH:14][CH:13]1[C:9]1[CH:10]=[CH:11][CH:12]=[C:7]([NH:6][S:2]([CH3:1])(=[O:4])=[O:3])[CH:8]=1, predict the reactants needed to synthesize it. The reactants are: [CH3:1][S:2](Cl)(=[O:4])=[O:3].[NH2:6][C:7]1[CH:8]=[C:9]([CH:13]2[C:22]([CH3:24])([CH3:23])[CH2:21][C:20]3[C:15](=[CH:16][CH:17]=[C:18]([C:25]([OH:27])=[O:26])[CH:19]=3)[NH:14]2)[CH:10]=[CH:11][CH:12]=1. (9) The reactants are: [CH3:1][C:2]1[CH:3]=[C:4]2[C:9](=[CH:10][CH:11]=1)[N:8]=[CH:7][CH:6]=[N:5]2.[Se](=O)=[O:13]. Given the product [N:8]1[C:9]2[C:4](=[CH:3][C:2]([CH:1]=[O:13])=[CH:11][CH:10]=2)[N:5]=[CH:6][CH:7]=1, predict the reactants needed to synthesize it. (10) Given the product [Cl:1][C:2]1[CH:10]=[CH:9][C:8]([N:11]2[C:16](=[O:17])[NH:15][C:14](=[O:18])[CH:13]=[N:12]2)=[CH:7][C:3]=1[C:4]([Cl:21])=[O:5], predict the reactants needed to synthesize it. The reactants are: [Cl:1][C:2]1[CH:10]=[CH:9][C:8]([N:11]2[C:16](=[O:17])[NH:15][C:14](=[O:18])[CH:13]=[N:12]2)=[CH:7][C:3]=1[C:4](O)=[O:5].S(Cl)([Cl:21])=O.